Regression/Classification. Given a drug SMILES string, predict its absorption, distribution, metabolism, or excretion properties. Task type varies by dataset: regression for continuous measurements (e.g., permeability, clearance, half-life) or binary classification for categorical outcomes (e.g., BBB penetration, CYP inhibition). Dataset: cyp2d6_veith. From a dataset of CYP2D6 inhibition data for predicting drug metabolism from PubChem BioAssay. (1) The molecule is Cn1c(SC2=CS(=O)(=O)c3ccccc32)nc2ccccc21. The result is 0 (non-inhibitor). (2) The drug is N[C@@H](C(=O)O)c1ccc(C(=O)O)c(O)c1. The result is 0 (non-inhibitor).